Dataset: Forward reaction prediction with 1.9M reactions from USPTO patents (1976-2016). Task: Predict the product of the given reaction. (1) The product is: [CH3:19][C:15]1[CH:14]=[C:13]([CH:18]=[CH:17][CH:16]=1)[NH:12][CH2:10][C:3]1[C:4]([CH3:9])([CH3:8])[CH2:5][CH2:6][CH2:7][C:2]=1[CH3:1]. Given the reactants [CH3:1][C:2]1[CH2:7][CH2:6][CH2:5][C:4]([CH3:9])([CH3:8])[C:3]=1[CH:10]=O.[NH2:12][C:13]1[CH:18]=[CH:17][CH:16]=[C:15]([CH3:19])[CH:14]=1.C(O)(=O)C.[Na], predict the reaction product. (2) The product is: [CH3:30][N:26]1[CH2:27][CH2:28][CH2:29][N:23]([C:4]2[CH:3]=[CH:22][C:7]3[CH:8]=[C:9]([C:19]([OH:21])=[O:20])[C:10]4[N:18]([C:6]=3[N:5]=2)[C:17]2[CH:16]=[CH:15][CH:14]=[CH:13][C:12]=2[N:11]=4)[CH2:24][CH2:25]1. Given the reactants C([C:3]1[C:4]([N:23]2[CH2:29][CH2:28][CH2:27][N:26]([CH3:30])[CH2:25][CH2:24]2)=[N:5][C:6]2[N:18]3[C:10](=[N:11][C:12]4[CH:13]=[CH:14][CH:15]=[CH:16][C:17]=43)[C:9]([C:19]([OH:21])=[O:20])=[CH:8][C:7]=2[CH:22]=1)C.[OH-].[Na+], predict the reaction product. (3) Given the reactants [NH:1]1[C@@H:10]2[C@@H:5]([CH2:6][CH2:7][CH2:8][CH2:9]2)[NH:4][CH2:3][C:2]1=[O:11].C([O-])(O)=O.[Na+].[CH2:17]([O:24][C:25](Cl)=[O:26])[C:18]1[CH:23]=[CH:22][CH:21]=[CH:20][CH:19]=1, predict the reaction product. The product is: [CH2:17]([O:24][C:25]([N:4]1[C@H:5]2[C@H:10]([CH2:9][CH2:8][CH2:7][CH2:6]2)[NH:1][C:2](=[O:11])[CH2:3]1)=[O:26])[C:18]1[CH:23]=[CH:22][CH:21]=[CH:20][CH:19]=1. (4) Given the reactants [CH3:1][N:2]1[CH:6]=[C:5]([CH2:7][CH2:8]O)[CH:4]=[N:3]1.S(Cl)([Cl:12])=O, predict the reaction product. The product is: [Cl:12][CH2:8][CH2:7][C:5]1[CH:4]=[N:3][N:2]([CH3:1])[CH:6]=1. (5) Given the reactants [C:1]([O:4][C:5]1[CH:6]=[C:7]([CH:11]=[CH:12][CH:13]=1)[C:8]([OH:10])=O)(=[O:3])[CH3:2].[F:14][C:15]([F:24])([F:23])[C:16]1[CH:17]=[C:18]([CH:20]=[CH:21][CH:22]=1)[NH2:19].C(N(C(C)C)C(C)C)C, predict the reaction product. The product is: [C:1]([O:4][C:5]1[CH:13]=[CH:12][CH:11]=[C:7]([C:8]([NH:19][C:18]2[CH:20]=[CH:21][CH:22]=[C:16]([C:15]([F:14])([F:23])[F:24])[CH:17]=2)=[O:10])[CH:6]=1)(=[O:3])[CH3:2].